From a dataset of Reaction yield outcomes from USPTO patents with 853,638 reactions. Predict the reaction yield, written as a fraction of the theoretical maximum amount of product (1.0 means a 100% yield; for example, 0.34 means a 34% yield). (1) The reactants are COC1C=C(OC)C=CC=1C[N:6]1[C:9](=[O:10])[C@@H:8]([NH:11][C:12](=[O:21])[O:13][CH2:14][C:15]2[CH:20]=[CH:19][CH:18]=[CH:17][CH:16]=2)[C@H:7]1[CH2:22][N:23]1[C:27]([CH3:28])=[N:26][N:25]=[N:24]1.OP([O-])([O-])=O.[K+].[K+]. The catalyst is C(#N)C.O. The product is [CH3:28][C:27]1[N:23]([CH2:22][C@@H:7]2[C@H:8]([NH:11][C:12](=[O:21])[O:13][CH2:14][C:15]3[CH:20]=[CH:19][CH:18]=[CH:17][CH:16]=3)[C:9](=[O:10])[NH:6]2)[N:24]=[N:25][N:26]=1. The yield is 0.650. (2) The reactants are Cl.[NH2:2][CH2:3][C:4]1[CH:13]=[CH:12][CH:11]=[C:10]2[C:5]=1[C:6](=[O:23])[N:7]([CH:15]1[CH2:20][CH2:19][C:18](=[O:21])[NH:17][C:16]1=[O:22])[C:8]([CH3:14])=[N:9]2.[C:24](Cl)(=[O:31])[CH2:25][CH2:26][CH2:27][CH2:28][CH2:29][CH3:30].C(N(CC)C(C)C)(C)C. The catalyst is C(#N)C. The product is [O:22]=[C:16]1[CH:15]([N:7]2[C:6](=[O:23])[C:5]3[C:10](=[CH:11][CH:12]=[CH:13][C:4]=3[CH2:3][NH:2][C:24](=[O:31])[CH2:25][CH2:26][CH2:27][CH2:28][CH2:29][CH3:30])[N:9]=[C:8]2[CH3:14])[CH2:20][CH2:19][C:18](=[O:21])[NH:17]1. The yield is 0.470. (3) The reactants are [Br:1][C:2]1[CH:7]=[CH:6][N:5]2[N:8]=[C:9]([C:15]3[CH:20]=[CH:19][C:18]([O:21][CH3:22])=[CH:17][CH:16]=3)[C:10](/[C:11](=[N:13]/[OH:14])/[NH2:12])=[C:4]2[CH:3]=1.[C:23](N1C=CN=C1)(N1C=CN=C1)=[O:24].N12CCCN=C1CCCCC2. The yield is 0.780. The catalyst is O1CCOCC1.Cl. The product is [Br:1][C:2]1[CH:7]=[CH:6][N:5]2[N:8]=[C:9]([C:15]3[CH:20]=[CH:19][C:18]([O:21][CH3:22])=[CH:17][CH:16]=3)[C:10]([C:11]3[NH:12][C:23](=[O:24])[O:14][N:13]=3)=[C:4]2[CH:3]=1. (4) The reactants are [NH2:1][C:2]1[C:7]([NH2:8])=[C:6]([CH3:9])[CH:5]=[CH:4][N:3]=1.[CH2:10]([O:12][C:13](OCC)(OCC)OCC)[CH3:11].C(OC(C)C)(C)C. No catalyst specified. The product is [CH2:10]([O:12][C:13]1[NH:1][C:2]2=[N:3][CH:4]=[CH:5][C:6]([CH3:9])=[C:7]2[N:8]=1)[CH3:11]. The yield is 0.680. (5) The reactants are [OH-].[K+].[CH3:3][O:4][C:5]1[CH:12]=[CH:11][C:8]([CH:9]=[O:10])=[CH:7][CH:6]=1.[N+:13]([CH2:15][C:16]([N:18]1[CH2:22][CH2:21][CH2:20][CH2:19]1)=[O:17])#[C-:14]. The catalyst is CO. The product is [CH3:3][O:4][C:5]1[CH:12]=[CH:11][C:8]([C@@H:9]2[O:10][CH:14]=[N:13][C@H:15]2[C:16]([N:18]2[CH2:22][CH2:21][CH2:20][CH2:19]2)=[O:17])=[CH:7][CH:6]=1. The yield is 0.905.